This data is from Forward reaction prediction with 1.9M reactions from USPTO patents (1976-2016). The task is: Predict the product of the given reaction. Given the reactants CS(C)=O.C(Cl)(=O)C(Cl)=O.[CH2:11]([N:18]1[CH2:22][CH2:21][CH:20]([OH:23])[CH2:19]1)[C:12]1[CH:17]=[CH:16][CH:15]=[CH:14][CH:13]=1.C(N(CC)CC)C, predict the reaction product. The product is: [CH2:11]([N:18]1[CH2:22][CH2:21][C:20](=[O:23])[CH2:19]1)[C:12]1[CH:13]=[CH:14][CH:15]=[CH:16][CH:17]=1.